Dataset: Full USPTO retrosynthesis dataset with 1.9M reactions from patents (1976-2016). Task: Predict the reactants needed to synthesize the given product. (1) The reactants are: C(OC[N:10]1[C:18]2[C:17]([NH2:19])=[N:16][C:15]([CH2:20][CH2:21][CH2:22][CH3:23])=[N:14][C:13]=2[C:12]([C:24]#[C:25][CH2:26][CH2:27][CH2:28][CH2:29][N:30]2[CH2:35][CH2:34][CH2:33][CH2:32][CH2:31]2)=[C:11]1[CH3:36])C1C=CC=CC=1.[H][H]. Given the product [CH2:20]([C:15]1[N:16]=[C:17]([NH2:19])[C:18]2[NH:10][C:11]([CH3:36])=[C:12]([CH2:24][CH2:25][CH2:26][CH2:27][CH2:28][CH2:29][N:30]3[CH2:31][CH2:32][CH2:33][CH2:34][CH2:35]3)[C:13]=2[N:14]=1)[CH2:21][CH2:22][CH3:23], predict the reactants needed to synthesize it. (2) Given the product [F:66][C:42]1([F:41])[C:46]2[N:47]([CH2:54][C:55]([NH:1][C@H:2]([C:12]3[C:17]([C:18]4[CH:19]=[CH:20][CH:21]=[C:22]5[C:26]=4[N:25]([CH3:27])[N:24]=[C:23]5[NH:28][S:29]([CH3:32])(=[O:31])=[O:30])=[CH:16][CH:15]=[C:14]([C:33]#[C:34][CH:35]4[CH2:40][CH2:39][O:38][CH2:37][CH2:36]4)[N:13]=3)[CH2:3][C:4]3[CH:5]=[C:6]([F:11])[CH:7]=[C:8]([F:10])[CH:9]=3)=[O:56])[N:48]=[C:49]([C:50]([F:53])([F:52])[F:51])[C:45]=2[C@H:44]2[CH2:65][C@@H:43]12, predict the reactants needed to synthesize it. The reactants are: [NH2:1][C@H:2]([C:12]1[C:17]([C:18]2[CH:19]=[CH:20][CH:21]=[C:22]3[C:26]=2[N:25]([CH3:27])[N:24]=[C:23]3[NH:28][S:29]([CH3:32])(=[O:31])=[O:30])=[CH:16][CH:15]=[C:14]([C:33]#[C:34][CH:35]2[CH2:40][CH2:39][O:38][CH2:37][CH2:36]2)[N:13]=1)[CH2:3][C:4]1[CH:9]=[C:8]([F:10])[CH:7]=[C:6]([F:11])[CH:5]=1.[F:41][C:42]1([F:66])[C:46]2[N:47]([CH2:54][C:55](ON3C(=O)CCC3=O)=[O:56])[N:48]=[C:49]([C:50]([F:53])([F:52])[F:51])[C:45]=2[C@H:44]2[CH2:65][C@@H:43]12. (3) Given the product [CH:24]1([NH:23][C:15]2[C:14](/[CH:13]=[CH:12]/[S:9]([C:3]3[CH:4]=[CH:5][C:6]([F:8])=[CH:7][C:2]=3[N:25]3[CH2:30][CH2:29][O:28][CH2:27][CH2:26]3)(=[O:11])=[O:10])=[CH:19][N:18]=[C:17]([N:25]3[CH2:30][CH2:29][O:28][CH2:27][CH2:26]3)[N:16]=2)[CH2:4][CH2:3][CH2:2][CH2:7]1, predict the reactants needed to synthesize it. The reactants are: F[C:2]1[CH:7]=[C:6]([F:8])[CH:5]=[CH:4][C:3]=1[S:9]([CH:12]=[CH:13][C:14]1[C:15]([NH:23][CH3:24])=[N:16][C:17](S(C)=O)=[N:18][CH:19]=1)(=[O:11])=[O:10].[NH:25]1[CH2:30][CH2:29][O:28][CH2:27][CH2:26]1. (4) Given the product [NH2:31][CH:24]([C:25]1[CH:26]=[CH:27][CH:28]=[CH:29][CH:30]=1)[C:23]([NH:22][C:19]1[CH:20]=[CH:21][C:16]([O:15][C:10]2[C:9]([C:7]3[CH:6]=[CH:5][N:4]=[C:3]([NH:2][CH3:1])[N:8]=3)=[CH:14][CH:13]=[CH:12][N:11]=2)=[CH:17][CH:18]=1)=[O:39], predict the reactants needed to synthesize it. The reactants are: [CH3:1][NH:2][C:3]1[N:8]=[C:7]([C:9]2[C:10]([O:15][C:16]3[CH:21]=[CH:20][C:19]([NH:22][C:23](=[O:39])[CH:24]([NH:31]C(=O)OC(C)(C)C)[C:25]4[CH:30]=[CH:29][CH:28]=[CH:27][CH:26]=4)=[CH:18][CH:17]=3)=[N:11][CH:12]=[CH:13][CH:14]=2)[CH:6]=[CH:5][N:4]=1.C(O)(C(F)(F)F)=O.C(=O)(O)[O-].[Na+]. (5) The reactants are: [NH2:1][C:2]1[N:7]=[CH:6][N:5]=[C:4]2[N:8]([CH2:12][C:13]3[N:14]([C:24]4[CH:29]=[CH:28][CH:27]=[CH:26][C:25]=4[CH3:30])[C:15](=[O:23])[C:16]4[C:21]([CH3:22])=[CH:20][S:19][C:17]=4[N:18]=3)[N:9]=[C:10](I)[C:3]=12.C1C=CC(P(C2C=CC=CC=2)C2C=CC=CC=2)=CC=1.[F:50][C:51]1[CH:52]=[C:53](B(O)O)[CH:54]=[C:55]([OH:57])[CH:56]=1.C(=O)([O-])[O-].[Na+].[Na+]. Given the product [NH2:1][C:2]1[N:7]=[CH:6][N:5]=[C:4]2[N:8]([CH2:12][C:13]3[N:14]([C:24]4[CH:29]=[CH:28][CH:27]=[CH:26][C:25]=4[CH3:30])[C:15](=[O:23])[C:16]4[C:21]([CH3:22])=[CH:20][S:19][C:17]=4[N:18]=3)[N:9]=[C:10]([C:53]3[CH:52]=[CH:51][CH:56]=[C:55]([OH:57])[CH:54]=3)[C:3]=12.[NH2:1][C:2]1[N:7]=[CH:6][N:5]=[C:4]2[N:8]([CH2:12][C:13]3[N:14]([C:24]4[CH:29]=[CH:28][CH:27]=[CH:26][C:25]=4[CH3:30])[C:15](=[O:23])[C:16]4[C:21]([CH3:22])=[CH:20][S:19][C:17]=4[N:18]=3)[N:9]=[C:10]([C:53]3[CH:54]=[C:55]([OH:57])[CH:56]=[C:51]([F:50])[CH:52]=3)[C:3]=12, predict the reactants needed to synthesize it. (6) Given the product [OH:1][C:2]1[N:3]=[C:4]([C:16]2[CH:31]=[CH:30][CH:29]=[C:18]([C:19]([NH:21][CH2:22][C:23]3[CH:28]=[CH:27][CH:26]=[CH:25][CH:24]=3)=[O:20])[CH:17]=2)[N:5]([CH2:9][C:10]2[CH:11]=[CH:12][CH:13]=[CH:14][CH:15]=2)[C:6](=[O:8])[C:7]=1[C:42]([NH:49][CH2:54][C:55]([OH:57])=[O:56])=[O:62], predict the reactants needed to synthesize it. The reactants are: [OH:1][C:2]1[N:3]=[C:4]([C:16]2[CH:17]=[C:18]([CH:29]=[CH:30][CH:31]=2)[C:19]([NH:21][CH2:22][C:23]2[CH:28]=[CH:27][CH:26]=[CH:25][CH:24]=2)=[O:20])[N:5]([CH2:9][C:10]2[CH:15]=[CH:14][CH:13]=[CH:12][CH:11]=2)[C:6](=[O:8])[CH:7]=1.[Cl-].C[Al+]C.CCCCCC.[CH2:42]([NH2:49])C1C=CC=CC=1.C(C1C=[C:54](C=CC=1)[C:55]([OH:57])=[O:56])#N.C(=O)(O)[O-:62].[Na+].C(OCC)(=O)CC(OCC)=O.C[O-].[Na+].CO.Cl. (7) The reactants are: [NH2:1][C:2]1[CH:3]=[C:4]([C:8]2[N:9]=[C:10]([CH2:13][N:14]3[CH:18]=[C:17]([C:19]([O:21][CH2:22][CH3:23])=[O:20])[CH:16]=[N:15]3)[S:11][CH:12]=2)[CH:5]=[CH:6][CH:7]=1.C(N(CC)CC)C.[CH3:31][O:32][CH2:33][C:34](Cl)=[O:35]. Given the product [CH3:31][O:32][CH2:33][C:34]([NH:1][C:2]1[CH:3]=[C:4]([C:8]2[N:9]=[C:10]([CH2:13][N:14]3[CH:18]=[C:17]([C:19]([O:21][CH2:22][CH3:23])=[O:20])[CH:16]=[N:15]3)[S:11][CH:12]=2)[CH:5]=[CH:6][CH:7]=1)=[O:35], predict the reactants needed to synthesize it.